From a dataset of Reaction yield outcomes from USPTO patents with 853,638 reactions. Predict the reaction yield, written as a fraction of the theoretical maximum amount of product (1.0 means a 100% yield; for example, 0.34 means a 34% yield). (1) The reactants are [Br:1][CH2:2][CH2:3][CH2:4][CH2:5][CH2:6][CH2:7][CH2:8][CH2:9][C:10]1[CH:15]=[CH:14][CH:13]=[CH:12][CH:11]=1.[N:16]1[CH:21]=[CH:20][CH:19]=[C:18]([CH3:22])[CH:17]=1. The catalyst is C(#N)C. The product is [Br-:1].[CH3:22][C:18]1[CH:17]=[N+:16]([CH2:2][CH2:3][CH2:4][CH2:5][CH2:6][CH2:7][CH2:8][CH2:9][C:10]2[CH:15]=[CH:14][CH:13]=[CH:12][CH:11]=2)[CH:21]=[CH:20][CH:19]=1. The yield is 0.760. (2) The reactants are [C:1]([C:4]1[CH:9]=[C:8]([Cl:10])[CH:7]=[CH:6][C:5]=1[NH:11][S:12]([C:15]([F:18])([F:17])[F:16])(=[O:14])=[O:13])(=O)[CH3:2].Cl.[F:20][C:21]([F:36])([F:35])[C:22]1[CH:30]=[C:29]([C:31]([F:34])([F:33])[F:32])[CH:28]=[CH:27][C:23]=1[CH2:24][O:25][NH2:26].CC([O-])=O.[Na+]. The catalyst is CCO. The product is [F:20][C:21]([F:35])([F:36])[C:22]1[CH:30]=[C:29]([C:31]([F:34])([F:32])[F:33])[CH:28]=[CH:27][C:23]=1[CH2:24][O:25][N:26]=[C:1]([C:4]1[CH:9]=[C:8]([Cl:10])[CH:7]=[CH:6][C:5]=1[NH:11][S:12]([C:15]([F:18])([F:17])[F:16])(=[O:14])=[O:13])[CH3:2]. The yield is 0.890. (3) The reactants are [CH3:1][O:2][C:3]1[CH:12]=[C:11]2[C:6]([CH2:7][C:8]([CH3:14])([CH3:13])[N:9]=[CH:10]2)=[CH:5][C:4]=1[OH:15].[BH4-].[Na+].O.Cl. The catalyst is C(O)C. The product is [CH3:1][O:2][C:3]1[CH:12]=[C:11]2[C:6]([CH2:7][C:8]([CH3:13])([CH3:14])[NH:9][CH2:10]2)=[CH:5][C:4]=1[OH:15]. The yield is 0.800. (4) The reactants are [F:1][C:2]1([F:32])[CH2:7][CH2:6][N:5]([C:8]([C:10]2[NH:11][C:12]3[C:17]([CH:18]=2)=[CH:16][C:15]([C:19]([N:21]2[CH2:26][CH2:25][CH:24]([N:27]4[CH2:31][CH2:30][CH2:29][CH2:28]4)[CH2:23][CH2:22]2)=[O:20])=[CH:14][CH:13]=3)=[O:9])[CH2:4][CH2:3]1.[Cl:33][C:34]1[CH:35]=[C:36](B(O)O)[CH:37]=[CH:38][CH:39]=1.N1C=CC=CC=1. The catalyst is ClCCl.C([O-])(=O)C.[Cu+2].C([O-])(=O)C. The product is [Cl:33][C:34]1[CH:39]=[C:38]([N:11]2[C:12]3[C:17](=[CH:16][C:15]([C:19]([N:21]4[CH2:22][CH2:23][CH:24]([N:27]5[CH2:31][CH2:30][CH2:29][CH2:28]5)[CH2:25][CH2:26]4)=[O:20])=[CH:14][CH:13]=3)[CH:18]=[C:10]2[C:8]([N:5]2[CH2:6][CH2:7][C:2]([F:1])([F:32])[CH2:3][CH2:4]2)=[O:9])[CH:37]=[CH:36][CH:35]=1. The yield is 0.930. (5) The reactants are P([O-])([O-])([O-])=[O:2].[CH2:6]1[CH2:10][O:9][CH2:8][CH2:7]1.C(#N)C.[N+](C1C=CC(COC(C2N3[C@H](SC=2)C(C(OC(=O)C)[C:34]2C=[C:40]4[N:36]([CH2:37][C:38]([CH3:43])([CH3:42])[CH2:39]4)[N:35]=2)(Br)C3=O)=O)=CC=1)([O-])=O. The catalyst is [Zn].C(OCC)(=O)C. The product is [CH2:10]([O:9][C:8]([C:7]1[CH:34]=[N:35][N:36]2[CH2:37][C:38]([CH3:43])([CH3:42])[CH2:39][C:40]=12)=[O:2])[CH3:6]. The yield is 0.428. (6) The reactants are [H-].[Na+].[F:3][C:4]1[CH:9]=[CH:8][C:7]([C:10](=[O:13])[CH2:11][CH3:12])=[C:6]([OH:14])[CH:5]=1.Br[CH2:16][C:17]#[CH:18]. The catalyst is CN(C=O)C. The product is [F:3][C:4]1[CH:9]=[CH:8][C:7]([C:10](=[O:13])[CH2:11][CH3:12])=[C:6]([O:14][CH2:18][C:17]#[CH:16])[CH:5]=1. The yield is 0.680. (7) The reactants are P(O[C:3]1[CH:8]=[CH:7][CH:6]=[CH:5][CH:4]=1)(O[C:3]1[CH:8]=[CH:7][CH:6]=[CH:5][CH:4]=1)O[C:3]1[CH:8]=[CH:7][CH:6]=[CH:5][CH:4]=1.[OH:23][C:24]1[CH:32]=[C:31]([O:33][CH3:34])[C:30]([O:35][CH3:36])=[CH:29][C:25]=1[C:26]([OH:28])=[O:27].OS(O)(=O)=O.CO. The catalyst is C1(C)C=CC=CC=1.O. The product is [OH:23][C:24]1[CH:32]=[C:31]([O:33][CH3:34])[C:30]([O:35][CH3:36])=[CH:29][C:25]=1[C:26]([O:28][C:3]1[CH:8]=[CH:7][CH:6]=[CH:5][CH:4]=1)=[O:27]. The yield is 0.960. (8) The reactants are Br[C:2]1[CH:3]=[C:4]([N+:18]([O-:20])=[O:19])[C:5]([C:8]2[CH:13]=[CH:12][C:11]([O:14][CH2:15][O:16][CH3:17])=[CH:10][CH:9]=2)=[N:6][CH:7]=1.[F:21][C:22]1[CH:27]=[CH:26][C:25](B2OC(C)(C)C(C)(C)O2)=[CH:24][N:23]=1.C([O-])([O-])=O.[Na+].[Na+].O1CCOCC1. The catalyst is CCOC(C)=O.C1C=CC([P]([Pd]([P](C2C=CC=CC=2)(C2C=CC=CC=2)C2C=CC=CC=2)([P](C2C=CC=CC=2)(C2C=CC=CC=2)C2C=CC=CC=2)[P](C2C=CC=CC=2)(C2C=CC=CC=2)C2C=CC=CC=2)(C2C=CC=CC=2)C2C=CC=CC=2)=CC=1. The yield is 0.670. The product is [F:21][C:22]1[N:23]=[CH:24][C:25]([C:2]2[CH:7]=[N:6][C:5]([C:8]3[CH:13]=[CH:12][C:11]([O:14][CH2:15][O:16][CH3:17])=[CH:10][CH:9]=3)=[C:4]([N+:18]([O-:20])=[O:19])[CH:3]=2)=[CH:26][CH:27]=1. (9) The reactants are [CH2:1]([N:8]1[C:13](=[O:14])[C:12]([C:15]2[NH:20][C:19]3[CH:21]=[CH:22][CH:23]=[CH:24][C:18]=3[S:17](=[O:26])(=[O:25])[N:16]=2)=[C:11]([OH:27])[C:10]2[S:28][C:29](S(C)(=O)=O)=[N:30][C:9]1=2)[C:2]1[CH:7]=[CH:6][CH:5]=[CH:4][CH:3]=1.[NH3:35]. No catalyst specified. The product is [NH2:35][C:29]1[S:28][C:10]2[C:11]([OH:27])=[C:12]([C:15]3[NH:20][C:19]4[CH:21]=[CH:22][CH:23]=[CH:24][C:18]=4[S:17](=[O:25])(=[O:26])[N:16]=3)[C:13](=[O:14])[N:8]([CH2:1][C:2]3[CH:3]=[CH:4][CH:5]=[CH:6][CH:7]=3)[C:9]=2[N:30]=1. The yield is 1.00.